This data is from Forward reaction prediction with 1.9M reactions from USPTO patents (1976-2016). The task is: Predict the product of the given reaction. The product is: [F:25][CH:2]([F:1])[O:3][C:4]1[C:9]([F:10])=[CH:8][CH:7]=[C:6]([F:11])[C:5]=1[CH:12]1[CH2:17][CH2:16][N:15]([C:18]([O:20][C:21]([CH3:23])([CH3:22])[CH3:24])=[O:19])[CH2:14][CH2:13]1. Given the reactants [F:1][CH:2]([F:25])[O:3][C:4]1[C:9]([F:10])=[CH:8][CH:7]=[C:6]([F:11])[C:5]=1[C:12]1[CH2:17][CH2:16][N:15]([C:18]([O:20][C:21]([CH3:24])([CH3:23])[CH3:22])=[O:19])[CH2:14][CH:13]=1.[H][H], predict the reaction product.